Dataset: Forward reaction prediction with 1.9M reactions from USPTO patents (1976-2016). Task: Predict the product of the given reaction. Given the reactants [CH2:1]([O:3][C:4](=[O:35])[C:5]([O:23][C:24]1[CH:29]=[CH:28][C:27]([O:30][C:31]([F:34])([F:33])[F:32])=[CH:26][CH:25]=1)([CH3:22])[CH:6]([C:8]1[CH:13]=[CH:12][C:11]([O:14][CH2:15][C:16]2[CH:21]=[CH:20][CH:19]=[CH:18][CH:17]=2)=[CH:10][CH:9]=1)O)[CH3:2].B(F)(F)F.CCOCC.C([SiH](CC)CC)C.C([O-])([O-])=O.[Na+].[Na+], predict the reaction product. The product is: [CH2:1]([O:3][C:4](=[O:35])[C:5]([O:23][C:24]1[CH:29]=[CH:28][C:27]([O:30][C:31]([F:33])([F:32])[F:34])=[CH:26][CH:25]=1)([CH3:22])[CH2:6][C:8]1[CH:13]=[CH:12][C:11]([O:14][CH2:15][C:16]2[CH:21]=[CH:20][CH:19]=[CH:18][CH:17]=2)=[CH:10][CH:9]=1)[CH3:2].